Task: Predict the product of the given reaction.. Dataset: Forward reaction prediction with 1.9M reactions from USPTO patents (1976-2016) (1) Given the reactants [CH3:1][O:2][C:3](=[O:30])[CH2:4][C:5]1([C:8]2[CH:13]=[CH:12][C:11]([F:14])=[C:10]([N:15](CC3C=CC=CC=3)CC3C=CC=CC=3)[CH:9]=2)[CH2:7][CH2:6]1.C1CCCCC1.C(OCC)(=O)C, predict the reaction product. The product is: [CH3:1][O:2][C:3](=[O:30])[CH2:4][C:5]1([C:8]2[CH:13]=[CH:12][C:11]([F:14])=[C:10]([NH2:15])[CH:9]=2)[CH2:7][CH2:6]1. (2) The product is: [CH3:1][C:2]1([CH3:9])[CH2:7][CH2:6][CH2:5][C:4](=[N:11][OH:12])[CH2:3]1. Given the reactants [CH3:1][C:2]1([CH3:9])[CH2:7][CH2:6][CH2:5][C:4](=O)[CH2:3]1.Cl.[NH2:11][OH:12].C(=O)([O-])[O-].[Na+].[Na+], predict the reaction product. (3) Given the reactants [CH2:1]([O:8][CH2:9][C@H:10]1[CH2:15][CH2:14][C@H:13]2[C@H:16]3[C@H:26]([CH2:27][CH2:28][C@:11]12[CH3:12])[C@:24]1([CH3:25])[C@H:19]([CH2:20][C@@H:21]([OH:29])[CH2:22][CH2:23]1)[C@H:18]([O:30][CH3:31])[CH2:17]3)[C:2]1[CH:7]=[CH:6][CH:5]=[CH:4][CH:3]=1.CC(C)=O.OS(O)(=O)=O.O=[Cr](=O)=O, predict the reaction product. The product is: [CH2:1]([O:8][CH2:9][C@H:10]1[CH2:15][CH2:14][C@H:13]2[C@H:16]3[C@H:26]([CH2:27][CH2:28][C@:11]12[CH3:12])[C@:24]1([CH3:25])[C@H:19]([CH2:20][C:21](=[O:29])[CH2:22][CH2:23]1)[C@H:18]([O:30][CH3:31])[CH2:17]3)[C:2]1[CH:3]=[CH:4][CH:5]=[CH:6][CH:7]=1. (4) Given the reactants [Si:1](Cl)([C:4]([CH3:7])([CH3:6])[CH3:5])([CH3:3])[CH3:2].[CH3:9][O:10][C:11]1[C:16]2[C:17](=[O:27])[N:18]3[CH2:25][C@H:24]([OH:26])[CH2:23][C@H:19]3[C:20](=[O:22])[NH:21][C:15]=2[CH:14]=[CH:13][C:12]=1[O:28][CH3:29].N1C=CN=C1.O, predict the reaction product. The product is: [CH3:9][O:10][C:11]1[C:16]2[C:17](=[O:27])[N:18]3[CH2:25][C@H:24]([O:26][Si:1]([C:4]([CH3:7])([CH3:6])[CH3:5])([CH3:3])[CH3:2])[CH2:23][C@H:19]3[C:20](=[O:22])[NH:21][C:15]=2[CH:14]=[CH:13][C:12]=1[O:28][CH3:29]. (5) Given the reactants C(Cl)(=O)C([Cl:4])=O.CN(C=O)C.[C:12]([C:14]1[C:19](=O)[NH:18][C:17]([CH2:21][F:22])=[C:16]([C:23]([O:25][CH2:26][CH3:27])=[O:24])[CH:15]=1)#[N:13], predict the reaction product. The product is: [Cl:4][C:19]1[C:14]([C:12]#[N:13])=[CH:15][C:16]([C:23]([O:25][CH2:26][CH3:27])=[O:24])=[C:17]([CH2:21][F:22])[N:18]=1. (6) Given the reactants [OH:1][CH2:2][CH:3]1[CH2:6][N:5]([C:7]([O:9][C:10]([CH3:13])([CH3:12])[CH3:11])=[O:8])[CH2:4]1.[H-].[Na+].[CH3:16]I.O, predict the reaction product. The product is: [CH3:16][O:1][CH2:2][CH:3]1[CH2:6][N:5]([C:7]([O:9][C:10]([CH3:13])([CH3:12])[CH3:11])=[O:8])[CH2:4]1. (7) Given the reactants [OH:1][C:2]1[CH:3]=[N:4][C:5]([C:8]2[CH:9]=[C:10]([CH:15]=[CH:16][CH:17]=2)[C:11]([O:13][CH3:14])=[O:12])=[N:6][CH:7]=1.C1(P(C2C=CC=CC=2)C2C=CC=CC=2)C=CC=CC=1.[N:37]1([CH2:43][CH2:44]O)[CH2:42][CH2:41][O:40][CH2:39][CH2:38]1.N(C(OC(C)C)=O)=NC(OC(C)C)=O, predict the reaction product. The product is: [N:37]1([CH2:43][CH2:44][O:1][C:2]2[CH:7]=[N:6][C:5]([C:8]3[CH:9]=[C:10]([CH:15]=[CH:16][CH:17]=3)[C:11]([O:13][CH3:14])=[O:12])=[N:4][CH:3]=2)[CH2:42][CH2:41][O:40][CH2:39][CH2:38]1. (8) Given the reactants [OH-].[Na+].Cl[C:4]1[N:5]=[CH:6][C:7]([C:10]([O:12]C)=[O:11])=[N:8][CH:9]=1.[C:14](OCC)(=[O:16])[CH3:15].O, predict the reaction product. The product is: [CH2:14]([O:16][C:4]1[N:5]=[CH:6][C:7]([C:10]([OH:12])=[O:11])=[N:8][CH:9]=1)[CH3:15]. (9) Given the reactants [CH3:1][O:2][C:3]1[CH:4]=[C:5]2[C:9](=[CH:10][C:11]=1[O:12][CH3:13])[C:8](=[O:14])/[C:7](=[CH:15]/[C:16]1[CH:21]=[CH:20][N:19]=[CH:18][C:17]=1[C:22]([NH:24][CH3:25])=[O:23])/[CH2:6]2.[CH2:26]([Br:33])[C:27]1[CH:32]=[CH:31][CH:30]=[CH:29][CH:28]=1, predict the reaction product. The product is: [Br-:33].[CH2:26]([N+:19]1[CH:20]=[CH:21][C:16](/[CH:15]=[C:7]2/[C:8](=[O:14])[C:9]3[C:5]([CH2:6]/2)=[CH:4][C:3]([O:2][CH3:1])=[C:11]([O:12][CH3:13])[CH:10]=3)=[C:17]([C:22]([NH:24][CH3:25])=[O:23])[CH:18]=1)[C:27]1[CH:32]=[CH:31][CH:30]=[CH:29][CH:28]=1.